From a dataset of NCI-60 drug combinations with 297,098 pairs across 59 cell lines. Regression. Given two drug SMILES strings and cell line genomic features, predict the synergy score measuring deviation from expected non-interaction effect. (1) Drug 1: C1=CC(=CC=C1CC(C(=O)O)N)N(CCCl)CCCl.Cl. Drug 2: C1=NC2=C(N1)C(=S)N=C(N2)N. Cell line: MDA-MB-435. Synergy scores: CSS=6.18, Synergy_ZIP=-5.63, Synergy_Bliss=-2.72, Synergy_Loewe=-18.3, Synergy_HSA=-5.67. (2) Drug 1: CC1C(C(=O)NC(C(=O)N2CCCC2C(=O)N(CC(=O)N(C(C(=O)O1)C(C)C)C)C)C(C)C)NC(=O)C3=C4C(=C(C=C3)C)OC5=C(C(=O)C(=C(C5=N4)C(=O)NC6C(OC(=O)C(N(C(=O)CN(C(=O)C7CCCN7C(=O)C(NC6=O)C(C)C)C)C)C(C)C)C)N)C. Drug 2: C1C(C(OC1N2C=C(C(=O)NC2=O)F)CO)O. Cell line: K-562. Synergy scores: CSS=39.2, Synergy_ZIP=11.9, Synergy_Bliss=16.4, Synergy_Loewe=-1.43, Synergy_HSA=13.5.